This data is from Catalyst prediction with 721,799 reactions and 888 catalyst types from USPTO. The task is: Predict which catalyst facilitates the given reaction. (1) Reactant: [Cl:1][C:2]1[CH:7]=[CH:6][C:5]([NH:8]C(=O)OC(C)(C)C)=[C:4]([C:16]2[N:17]=[C:18]3[CH2:25][CH2:24][CH:23]([C:26]4[NH:27][C:28]([C:31]5[CH:36]=[CH:35][C:34]([NH:37][C:38]([O:40][CH3:41])=[O:39])=[CH:33][CH:32]=5)=[CH:29][N:30]=4)[N:19]3[C:20](=[O:22])[CH:21]=2)[CH:3]=1.FC(F)(F)C(O)=O.C(=O)([O-])O.[Na+]. Product: [NH2:8][C:5]1[CH:6]=[CH:7][C:2]([Cl:1])=[CH:3][C:4]=1[C:16]1[N:17]=[C:18]2[CH2:25][CH2:24][CH:23]([C:26]3[NH:27][C:28]([C:31]4[CH:36]=[CH:35][C:34]([NH:37][C:38](=[O:39])[O:40][CH3:41])=[CH:33][CH:32]=4)=[CH:29][N:30]=3)[N:19]2[C:20](=[O:22])[CH:21]=1. The catalyst class is: 4. (2) Reactant: [Br:1][C:2]1[C:6]2[C:7]([NH2:12])=[N:8][CH:9]=[C:10](I)[C:5]=2[S:4][CH:3]=1.C([Sn](CCCC)(CCCC)/[CH:18]=[CH:19]/[CH2:20][NH:21][C:22](=[O:28])[O:23][C:24]([CH3:27])([CH3:26])[CH3:25])CCC.[F-].[K+]. Product: [NH2:12][C:7]1[C:6]2[C:2]([Br:1])=[CH:3][S:4][C:5]=2[C:10](/[CH:18]=[CH:19]/[CH2:20][NH:21][C:22](=[O:28])[O:23][C:24]([CH3:27])([CH3:26])[CH3:25])=[CH:9][N:8]=1. The catalyst class is: 109.